Dataset: Full USPTO retrosynthesis dataset with 1.9M reactions from patents (1976-2016). Task: Predict the reactants needed to synthesize the given product. (1) Given the product [ClH:1].[Cl:1][C:2]1[CH:7]=[CH:6][C:5]([C:8]2([CH:12]3[C:21]4[C:16](=[CH:17][CH:18]=[C:19]([O:22][CH2:23][CH2:24][NH:25][S:26](=[O:32])(=[O:33])[N:27]([CH2:30][CH3:31])[CH2:28][CH3:29])[CH:20]=4)[C:15]([CH3:35])([CH3:34])[CH2:14][NH:13]3)[CH2:9][CH2:10][CH2:11]2)=[CH:4][CH:3]=1, predict the reactants needed to synthesize it. The reactants are: [Cl:1][C:2]1[CH:7]=[CH:6][C:5]([C:8]2([C:12]3[C:21]4[C:16](=[CH:17][CH:18]=[C:19]([O:22][CH2:23][CH2:24][NH:25][S:26](=[O:33])(=[O:32])[N:27]([CH2:30][CH3:31])[CH2:28][CH3:29])[CH:20]=4)[C:15]([CH3:35])([CH3:34])[CH2:14][N:13]=3)[CH2:11][CH2:10][CH2:9]2)=[CH:4][CH:3]=1.[BH4-].[Na+]. (2) Given the product [CH3:1][CH2:2][C:3]([C:6]([O:8][C@@H:9]1[C@@H:14]2[C@@H:15]([CH2:20][CH2:21][C@H:22]3[O:28][C:26](=[O:27])[CH2:25][C@H:24]([OH:29])[CH2:23]3)[C@@H:16]([CH3:19])[CH:17]=[CH:18][C:13]2=[CH:12][C@H:11]([CH3:30])[CH2:10]1)=[O:7])([CH3:5])[CH3:4], predict the reactants needed to synthesize it. The reactants are: [CH3:1][CH2:2][C:3]([C:6]([O:8][C@@H:9]1[C@@H:14]2[C@@H:15]([CH2:20][CH2:21][C@H:22]3[O:28][C:26](=[O:27])[CH2:25][C@H:24]([OH:29])[CH2:23]3)[C@@H:16]([CH3:19])[CH:17]=[CH:18][C:13]2=[CH:12][C@H:11]([CH3:30])[CH2:10]1)=[O:7])([CH3:5])[CH3:4].C([NH-])CCC.[OH-].[Na+]. (3) Given the product [CH:20]1([C:5]2([CH2:1][CH2:2][C:3]#[C:4][C:26]3[CH:31]=[CH:30][CH:29]=[C:28]([OH:32])[CH:27]=3)[O:10][C:9](=[O:11])[CH:8]([S:12][C:13]3[CH:14]=[CH:15][CH:16]=[CH:17][CH:18]=3)[C:7](=[O:19])[CH2:6]2)[CH2:24][CH2:23][CH2:22][CH2:21]1, predict the reactants needed to synthesize it. The reactants are: [CH2:1]([C:5]1([CH:20]2[CH2:24][CH2:23][CH2:22][CH2:21]2)[O:10][C:9](=[O:11])[CH:8]([S:12][C:13]2[CH:18]=[CH:17][CH:16]=[CH:15][CH:14]=2)[C:7](=[O:19])[CH2:6]1)[CH2:2][C:3]#[CH:4].Br[C:26]1[CH:27]=[C:28]([OH:32])[CH:29]=[CH:30][CH:31]=1.CC(O)=O. (4) Given the product [NH:8]1[CH:9]=[CH:10][N:11]=[C:7]1/[N:6]=[CH:12]/[C:13]1[CH:18]=[CH:17][CH:16]=[CH:15][CH:14]=1, predict the reactants needed to synthesize it. The reactants are: S(O)(O)(=O)=O.[NH2:6][C:7]1[NH:8][CH:9]=[CH:10][N:11]=1.[CH:12](=O)[C:13]1[CH:18]=[CH:17][CH:16]=[CH:15][CH:14]=1.C(N(CC)CC)C.